From a dataset of Forward reaction prediction with 1.9M reactions from USPTO patents (1976-2016). Predict the product of the given reaction. (1) Given the reactants [C:1]([C:4]1[C:9](=[O:10])[C:8]([O:11][CH3:12])=[CH:7][N:6]([C:13]2[CH:18]=[CH:17][C:16]([N:19]3[CH:23]=[CH:22][CH:21]=[N:20]3)=[CH:15][C:14]=2[F:24])[N:5]=1)(=[O:3])[CH3:2].CO[C:27](OC)([N:29]([CH3:31])[CH3:30])C, predict the reaction product. The product is: [CH3:27][N:29]([CH3:31])[CH:30]=[CH:2][C:1]([C:4]1[C:9](=[O:10])[C:8]([O:11][CH3:12])=[CH:7][N:6]([C:13]2[CH:18]=[CH:17][C:16]([N:19]3[CH:23]=[CH:22][CH:21]=[N:20]3)=[CH:15][C:14]=2[F:24])[N:5]=1)=[O:3]. (2) Given the reactants [N+](C1C=CC(COC([NH:12][CH2:13][CH2:14][CH2:15][O:16][C:17]2[CH:34]=[CH:33][C:20]3[CH2:21][CH:22]([CH2:28][C:29]([O:31][CH3:32])=[O:30])[C:23](=[O:27])[N:24]([CH3:26])[CH2:25][C:19]=3[CH:18]=2)=O)=CC=1)([O-])=O.[H][H], predict the reaction product. The product is: [NH2:12][CH2:13][CH2:14][CH2:15][O:16][C:17]1[CH:34]=[CH:33][C:20]2[CH2:21][CH:22]([CH2:28][C:29]([O:31][CH3:32])=[O:30])[C:23](=[O:27])[N:24]([CH3:26])[CH2:25][C:19]=2[CH:18]=1. (3) Given the reactants [NH:1]1[C:9]2[C:4](=[CH:5][C:6]([NH:10][C:11]3[CH:20]=[CH:19][C:18]([CH:21]4[CH2:23][CH2:22]4)=[CH:17][C:12]=3[C:13]([O:15][CH3:16])=[O:14])=[CH:7][CH:8]=2)[CH:3]=[CH:2]1.I[C:25]1[CH:32]=[CH:31][C:28]([C:29]#[N:30])=[CH:27][CH:26]=1.C1(P(C2CCCCC2)C2C=CC=CC=2C2C(C(C)C)=CC(C(C)C)=CC=2C(C)C)CCCCC1.P([O-])([O-])([O-])=O.[K+].[K+].[K+], predict the reaction product. The product is: [C:29]([C:28]1[CH:31]=[CH:32][C:25]([N:1]2[C:9]3[C:4](=[CH:5][C:6]([NH:10][C:11]4[CH:20]=[CH:19][C:18]([CH:21]5[CH2:23][CH2:22]5)=[CH:17][C:12]=4[C:13]([O:15][CH3:16])=[O:14])=[CH:7][CH:8]=3)[CH:3]=[CH:2]2)=[CH:26][CH:27]=1)#[N:30]. (4) Given the reactants C(Cl)(=O)C(Cl)=O.CS(C)=O.[CH2:11]([C:13]1[N:14]=[C:15]([C:20]2[CH:25]=[CH:24][C:23]([C:26]([F:29])([F:28])[F:27])=[CH:22][CH:21]=2)[O:16][C:17]=1[CH2:18][OH:19])[CH3:12].C(N(CC)CC)C, predict the reaction product. The product is: [CH2:11]([C:13]1[N:14]=[C:15]([C:20]2[CH:25]=[CH:24][C:23]([C:26]([F:29])([F:28])[F:27])=[CH:22][CH:21]=2)[O:16][C:17]=1[CH:18]=[O:19])[CH3:12]. (5) Given the reactants [CH3:1][C:2]1[C:10]2[C:5](=[CH:6][C:7]([N+:11]([O-])=O)=[CH:8][CH:9]=2)[NH:4][N:3]=1.C([O-])=O.[NH4+], predict the reaction product. The product is: [NH2:11][C:7]1[CH:6]=[C:5]2[C:10]([C:2]([CH3:1])=[N:3][NH:4]2)=[CH:9][CH:8]=1. (6) Given the reactants C([N:8]1[CH2:13][CH2:12][N:11](CC2C=CC=CC=2)[CH2:10][C@@H:9]1[CH2:21][CH2:22][CH:23]=[CH:24][C:25]1[CH:30]=[CH:29][CH:28]=[CH:27][CH:26]=1)C1C=CC=CC=1.C(O)=O.N, predict the reaction product. The product is: [C:25]1([CH2:24][CH2:23][CH2:22][CH2:21][C@H:9]2[CH2:10][NH:11][CH2:12][CH2:13][NH:8]2)[CH:30]=[CH:29][CH:28]=[CH:27][CH:26]=1.